The task is: Regression. Given a peptide amino acid sequence and an MHC pseudo amino acid sequence, predict their binding affinity value. This is MHC class II binding data.. This data is from Peptide-MHC class II binding affinity with 134,281 pairs from IEDB. (1) The peptide sequence is EKKYFAATQFEALAA. The MHC is HLA-DQA10401-DQB10402 with pseudo-sequence HLA-DQA10401-DQB10402. The binding affinity (normalized) is 0.472. (2) The peptide sequence is AAGAQLLWQLPLLSI. The binding affinity (normalized) is 0.362. The MHC is HLA-DQA10301-DQB10302 with pseudo-sequence HLA-DQA10301-DQB10302. (3) The peptide sequence is GYITTNVLREILKEL. The MHC is DRB1_1001 with pseudo-sequence DRB1_1001. The binding affinity (normalized) is 0.654. (4) The peptide sequence is EKKYFAATMFEPLAA. The MHC is HLA-DPA10103-DPB10601 with pseudo-sequence HLA-DPA10103-DPB10601. The binding affinity (normalized) is 0.885. (5) The peptide sequence is AEHQAIVRDVLAASD. The MHC is DRB3_0101 with pseudo-sequence DRB3_0101. The binding affinity (normalized) is 0.522.